From a dataset of Full USPTO retrosynthesis dataset with 1.9M reactions from patents (1976-2016). Predict the reactants needed to synthesize the given product. (1) Given the product [CH:31]1([CH2:30][O:29][C:22]2[CH:23]=[CH:24][C:25]([CH2:27][CH3:28])=[CH:26][C:21]=2[C:20]2[C:15]3[NH:14][C:13]([CH3:34])=[C:12]([C:10]([NH:9][C@H:6]4[CH2:7][CH2:8][C@H:3]([NH:2][C:40](=[O:41])[C@@H:39]([OH:38])[CH3:43])[CH2:4][CH2:5]4)=[O:11])[C:16]=3[N:17]=[CH:18][N:19]=2)[CH2:32][CH2:33]1, predict the reactants needed to synthesize it. The reactants are: Cl.[NH2:2][C@H:3]1[CH2:8][CH2:7][C@H:6]([NH:9][C:10]([C:12]2[C:16]3[N:17]=[CH:18][N:19]=[C:20]([C:21]4[CH:26]=[C:25]([CH2:27][CH3:28])[CH:24]=[CH:23][C:22]=4[O:29][CH2:30][CH:31]4[CH2:33][CH2:32]4)[C:15]=3[NH:14][C:13]=2[CH3:34])=[O:11])[CH2:5][CH2:4]1.C([O:38][C@@H:39]([CH3:43])[C:40](Cl)=[O:41])(=O)C. (2) Given the product [OH:38][C:35]([C:32]1[CH:33]=[CH:34][C:29]([C:2]2[N:3]=[C:4]3[N:11]([CH2:12][CH2:13][CH:14]4[CH2:19][CH2:18][O:17][CH2:16][CH2:15]4)[CH2:10][C:9](=[O:20])[NH:8][C:5]3=[N:6][CH:7]=2)=[CH:30][CH:31]=1)([CH3:37])[CH3:36], predict the reactants needed to synthesize it. The reactants are: Br[C:2]1[N:3]=[C:4]2[N:11]([CH2:12][CH2:13][CH:14]3[CH2:19][CH2:18][O:17][CH2:16][CH2:15]3)[CH2:10][C:9](=[O:20])[NH:8][C:5]2=[N:6][CH:7]=1.CC1(C)C(C)(C)OB([C:29]2[CH:34]=[CH:33][C:32]([C:35]([OH:38])([CH3:37])[CH3:36])=[CH:31][CH:30]=2)O1.C(=O)([O-])[O-].[Na+].[Na+]. (3) Given the product [Br:38][C:36]1[CH:35]=[CH:34][C:25]([O:26][CH2:27][CH2:28][N:29]2[CH2:33][CH2:32][CH2:31][CH2:30]2)=[C:24]([CH:37]=1)[CH2:23][NH2:20], predict the reactants needed to synthesize it. The reactants are: C1(P(C2C=CC=CC=2)C2C=CC=CC=2)C=CC=CC=1.[N:20]([CH2:23][C:24]1[CH:37]=[C:36]([Br:38])[CH:35]=[CH:34][C:25]=1[O:26][CH2:27][CH2:28][N:29]1[CH2:33][CH2:32][CH2:31][CH2:30]1)=[N+]=[N-].O. (4) Given the product [Br:24][C:19]1[C:18]([F:23])=[C:17]([Cl:16])[CH:22]=[CH:21][N:20]=1, predict the reactants needed to synthesize it. The reactants are: CC1(C)CCCC(C)(C)N1.C([Li])CCC.[Cl:16][C:17]1[CH:22]=[CH:21][N:20]=[CH:19][C:18]=1[F:23].[Br:24]Br.